This data is from Reaction yield outcomes from USPTO patents with 853,638 reactions. The task is: Predict the reaction yield, written as a fraction of the theoretical maximum amount of product (1.0 means a 100% yield; for example, 0.34 means a 34% yield). (1) The reactants are C([O-])([O-])=O.[K+].[K+].[CH2:7]([C:11]1([CH2:51][CH2:52][CH2:53][CH3:54])[C:23]2[CH:22]=[C:21]([CH2:24][C:25](C)(O)C#C)[CH:20]=[CH:19][C:18]=2[C:17]2[C:12]1=[CH:13][C:14]([C:30]#[C:31][C:32]1[CH:37]=[CH:36][C:35]([N:38]([CH2:45][CH2:46][CH2:47][CH2:48][CH2:49][CH3:50])[CH2:39][CH2:40][CH2:41][CH2:42][CH2:43][CH3:44])=[CH:34][CH:33]=1)=[CH:15][CH:16]=2)[CH2:8][CH2:9][CH3:10]. The catalyst is C1(C)C=CC=CC=1.CC(O)C. The product is [CH2:51]([C:11]1([CH2:7][CH2:8][CH2:9][CH3:10])[C:12]2[CH:13]=[C:14]([C:30]#[C:31][C:32]3[CH:33]=[CH:34][C:35]([N:38]([CH2:39][CH2:40][CH2:41][CH2:42][CH2:43][CH3:44])[CH2:45][CH2:46][CH2:47][CH2:48][CH2:49][CH3:50])=[CH:36][CH:37]=3)[CH:15]=[CH:16][C:17]=2[C:18]2[C:23]1=[CH:22][C:21]([C:24]#[CH:25])=[CH:20][CH:19]=2)[CH2:52][CH2:53][CH3:54]. The yield is 0.870. (2) The reactants are [C:1]([O:13][CH2:14][C:15]1[CH:20]=[CH:19][CH:18]=[CH:17][CH:16]=1)(=[O:12])[C:2]([O:4]CC1C=CC=CC=1)=O.[CH2:21]1[CH2:25]O[CH2:23][CH2:22]1.[CH3:26][CH2:27]OCC. No catalyst specified. The product is [CH2:14]([O:13][C:1](=[O:12])[C:2](=[O:4])[CH2:23][CH2:22][CH2:21][CH2:25][CH2:26][CH3:27])[C:15]1[CH:16]=[CH:17][CH:18]=[CH:19][CH:20]=1. The yield is 0.730. (3) The reactants are [CH3:1][O:2][C:3]1[CH:8]=[C:7]([CH3:9])[C:6]([NH:10][C:11](=[O:17])[O:12][C:13]([CH3:16])([CH3:15])[CH3:14])=[C:5]([CH3:18])[C:4]=1[CH3:19].C([O-])(=O)C.[Na+].[Br:25]Br.O. The catalyst is C(O)(=O)C. The product is [Br:25][C:8]1[C:7]([CH3:9])=[C:6]([NH:10][C:11](=[O:17])[O:12][C:13]([CH3:14])([CH3:15])[CH3:16])[C:5]([CH3:18])=[C:4]([CH3:19])[C:3]=1[O:2][CH3:1]. The yield is 0.910. (4) The reactants are [Cl:1][C:2]1[C:7]([F:8])=[C:6](Cl)[N:5]=[C:4]([CH3:10])[N:3]=1.[OH-].[NH4+:12].CO. The catalyst is O. The product is [Cl:1][C:2]1[N:3]=[C:4]([CH3:10])[N:5]=[C:6]([NH2:12])[C:7]=1[F:8]. The yield is 0.670.